Predict which catalyst facilitates the given reaction. From a dataset of Catalyst prediction with 721,799 reactions and 888 catalyst types from USPTO. (1) Reactant: [CH3:1][O:2][C:3]([C:5]1[N:6]=[C:7]2[C:12]([N+:13]([O-])=O)=[CH:11][C:10]([Br:16])=[CH:9][N:8]2[C:17]=1[Cl:18])=[O:4].[O-]S(S([O-])=O)=O.[Na+].[Na+].[OH-].[Na+]. Product: [CH3:1][O:2][C:3]([C:5]1[N:6]=[C:7]2[C:12]([NH2:13])=[CH:11][C:10]([Br:16])=[CH:9][N:8]2[C:17]=1[Cl:18])=[O:4]. The catalyst class is: 20. (2) Product: [C@@H:6]1([N:24]=[N+:25]=[N-:26])[O:7][C@H:8]([CH2:19][OH:20])[C@H:9]([OH:15])[C@H:10]([OH:11])[C@H:5]1[OH:4]. The catalyst class is: 5. Reactant: C([O:4][C@@H:5]1[C@@H:10]([O:11]C(=O)C)[C@@H:9]([O:15]C(=O)C)[C@@H:8]([CH2:19][O:20]C(=O)C)[O:7][C@H:6]1[N:24]=[N+:25]=[N-:26])(=O)C.C[O-].[Na+]. (3) Reactant: Br[C:2]1[CH:11]=[C:10]2[C:5]([C:6]([CH3:34])=[C:7]([C:27]3[CH:32]=[CH:31][C:30]([F:33])=[CH:29][CH:28]=3)[CH:8]([C:12]3[CH:26]=[CH:25][C:15]([O:16][CH2:17][CH2:18][N:19]4[CH2:22][CH:21]([CH2:23][F:24])[CH2:20]4)=[CH:14][CH:13]=3)[O:9]2)=[CH:4][C:3]=1[O:35][CH:36]1[CH2:41][CH2:40][CH2:39][CH2:38][O:37]1.[CH3:42]B1OB(C)OB(C)O1.C(=O)([O-])[O-].[Cs+].[Cs+]. Product: [F:24][CH2:23][CH:21]1[CH2:20][N:19]([CH2:18][CH2:17][O:16][C:15]2[CH:25]=[CH:26][C:12]([CH:8]3[C:7]([C:27]4[CH:32]=[CH:31][C:30]([F:33])=[CH:29][CH:28]=4)=[C:6]([CH3:34])[C:5]4[C:10](=[CH:11][C:2]([CH3:42])=[C:3]([O:35][CH:36]5[CH2:41][CH2:40][CH2:39][CH2:38][O:37]5)[CH:4]=4)[O:9]3)=[CH:13][CH:14]=2)[CH2:22]1. The catalyst class is: 73. (4) Product: [Cl:1][C:2]1[CH:10]=[C:9]([N+:11]([O-:13])=[O:12])[CH:8]=[CH:7][C:3]=1[C:4]([N:16]([CH3:17])[CH3:15])=[O:5]. The catalyst class is: 295. Reactant: [Cl:1][C:2]1[CH:10]=[C:9]([N+:11]([O-:13])=[O:12])[CH:8]=[CH:7][C:3]=1[C:4](Cl)=[O:5].Cl.[CH3:15][NH:16][CH3:17]. (5) Reactant: [N:1]([CH2:8][CH2:9][OH:10])([CH2:5][CH2:6][OH:7])[CH2:2][CH2:3][OH:4].C[Si]([N-][Si](C)(C)C)(C)C.[Li+].[CH:21]1([NH:24][C:25]([C:27]2[S:40][C:30]3=[N:31][C:32](S(C)=O)=[C:33]([Cl:36])[C:34]([CH3:35])=[C:29]3[C:28]=2[NH2:41])=[O:26])[CH2:23][CH2:22]1. Product: [CH:21]1([NH:24][C:25]([C:27]2[S:40][C:30]3=[N:31][C:32]([O:4][CH2:3][CH2:2][N:1]([CH2:8][CH2:9][OH:10])[CH2:5][CH2:6][OH:7])=[C:33]([Cl:36])[C:34]([CH3:35])=[C:29]3[C:28]=2[NH2:41])=[O:26])[CH2:23][CH2:22]1. The catalyst class is: 1.